Dataset: Reaction yield outcomes from USPTO patents with 853,638 reactions. Task: Predict the reaction yield, written as a fraction of the theoretical maximum amount of product (1.0 means a 100% yield; for example, 0.34 means a 34% yield). (1) The reactants are Br[C:2]1[C:11]2[CH2:10][CH2:9][CH2:8][CH:7]([NH:12][C:13](=[O:16])[CH2:14][CH3:15])[C:6]=2[CH:5]=[N:4][CH:3]=1.[F:17][C:18]1[CH:19]=[C:20](B(O)O)[CH:21]=[CH:22][C:23]=1[C:24]([F:27])([F:26])[F:25]. No catalyst specified. The product is [F:17][C:18]1[CH:19]=[C:20]([C:2]2[C:11]3[CH2:10][CH2:9][CH2:8][CH:7]([NH:12][C:13](=[O:16])[CH2:14][CH3:15])[C:6]=3[CH:5]=[N:4][CH:3]=2)[CH:21]=[CH:22][C:23]=1[C:24]([F:25])([F:26])[F:27]. The yield is 0.800. (2) The reactants are [CH3:1][O:2][C:3]1[CH:4]=[C:5]([NH:9][S:10]([C:13]2[CH:14]=[C:15]([CH:19]=[CH:20][C:21]([OH:23])=O)[CH:16]=[CH:17][CH:18]=2)(=[O:12])=[O:11])[CH:6]=[CH:7][CH:8]=1.[Cl:24]CCl. The catalyst is CN(C)C=O. The product is [CH3:1][O:2][C:3]1[CH:4]=[C:5]([NH:9][S:10]([C:13]2[CH:14]=[C:15]([CH:19]=[CH:20][C:21]([Cl:24])=[O:23])[CH:16]=[CH:17][CH:18]=2)(=[O:12])=[O:11])[CH:6]=[CH:7][CH:8]=1. The yield is 1.00. (3) The reactants are C[O:2][C:3]([C:5]1[CH:6]=[C:7]2[C:11](=[CH:12][CH:13]=1)[CH2:10][N:9]([C:14]([O:16][C:17]([CH3:20])([CH3:19])[CH3:18])=[O:15])[CH2:8]2)=O.CC(C[AlH]CC(C)C)C. The catalyst is C1COCC1.C1(C)C=CC=CC=1. The product is [C:17]([O:16][C:14]([N:9]1[CH2:8][C:7]2[C:11](=[CH:12][CH:13]=[C:5]([CH2:3][OH:2])[CH:6]=2)[CH2:10]1)=[O:15])([CH3:20])([CH3:18])[CH3:19]. The yield is 0.290. (4) The yield is 0.675. The product is [CH2:1]([O:8][C:9]1[CH:31]=[CH:30][C:29]([C:32]2[N:39]=[C:36]([CH3:37])[S:38][CH:33]=2)=[CH:28][C:10]=1[C:11]([NH:13][C:14]1[CH:19]=[C:18]([C:20]([F:22])([F:23])[F:21])[CH:17]=[C:16]([C:24]([F:27])([F:25])[F:26])[CH:15]=1)=[O:12])[C:2]1[CH:7]=[CH:6][CH:5]=[CH:4][CH:3]=1. The catalyst is O. The reactants are [CH2:1]([O:8][C:9]1[CH:31]=[CH:30][C:29]([C:32](=O)[CH2:33]Br)=[CH:28][C:10]=1[C:11]([NH:13][C:14]1[CH:19]=[C:18]([C:20]([F:23])([F:22])[F:21])[CH:17]=[C:16]([C:24]([F:27])([F:26])[F:25])[CH:15]=1)=[O:12])[C:2]1[CH:7]=[CH:6][CH:5]=[CH:4][CH:3]=1.[C:36]([NH2:39])(=[S:38])[CH3:37].C(=O)([O-])O.[Na+].C(O)C.